Task: Regression. Given a peptide amino acid sequence and an MHC pseudo amino acid sequence, predict their binding affinity value. This is MHC class I binding data.. Dataset: Peptide-MHC class I binding affinity with 185,985 pairs from IEDB/IMGT (1) The peptide sequence is ISDSNPYLTQW. The MHC is HLA-A02:03 with pseudo-sequence HLA-A02:03. The binding affinity (normalized) is 0.160. (2) The peptide sequence is SLNLAKEAV. The MHC is HLA-A11:01 with pseudo-sequence HLA-A11:01. The binding affinity (normalized) is 0.0847. (3) The peptide sequence is YQVEGATRV. The MHC is HLA-A29:02 with pseudo-sequence HLA-A29:02. The binding affinity (normalized) is 0.0847.